This data is from Full USPTO retrosynthesis dataset with 1.9M reactions from patents (1976-2016). The task is: Predict the reactants needed to synthesize the given product. (1) Given the product [Cl:1][C:2]1[N:7]=[N:6][C:5]([CH:8]([F:21])[C:9]([O:11][CH2:12][CH3:13])=[O:10])=[CH:4][CH:3]=1, predict the reactants needed to synthesize it. The reactants are: [Cl:1][C:2]1[N:7]=[N:6][C:5]([C:8]([F:21])(C(OCC)=O)[C:9]([O:11][C:12](C)(C)[CH3:13])=[O:10])=[CH:4][CH:3]=1.ClCCl. (2) The reactants are: [C:1]([NH:4][CH2:5][C@@H:6]1[O:10][C:9](=[O:11])[N:8]([C:12]2[CH:17]=[CH:16][C:15]([C:18]([O:20]C3C(F)=C(F)C(F)=C(F)C=3F)=O)=[C:14]([F:32])[CH:13]=2)[CH2:7]1)(=[S:3])[CH3:2].[CH3:33][NH2:34]. Given the product [C:1]([NH:4][CH2:5][C@@H:6]1[O:10][C:9](=[O:11])[N:8]([C:12]2[CH:17]=[CH:16][C:15]([C:18]([NH:34][CH3:33])=[O:20])=[C:14]([F:32])[CH:13]=2)[CH2:7]1)(=[S:3])[CH3:2], predict the reactants needed to synthesize it. (3) Given the product [Cl:1][C:2]1[CH:7]=[CH:6][C:5]([C:8]2[C:14]3[CH:15]=[CH:16][CH:17]=[CH:18][C:13]=3[N:12]3[C:19]([CH3:22])=[N:20][N:21]=[C:11]3[CH:10]([CH2:23][C:24]([N:58]3[CH2:63][CH2:62][O:61][CH2:60][CH2:59]3)=[O:26])[CH:9]=2)=[CH:4][CH:3]=1, predict the reactants needed to synthesize it. The reactants are: [Cl:1][C:2]1[CH:7]=[CH:6][C:5]([C:8]2[C:14]3[CH:15]=[CH:16][CH:17]=[CH:18][C:13]=3[N:12]3[C:19]([CH3:22])=[N:20][N:21]=[C:11]3[CH:10]([CH2:23][C:24]([OH:26])=O)[CH:9]=2)=[CH:4][CH:3]=1.CN(C(ON1N=NC2C=CC=NC1=2)=[N+](C)C)C.F[P-](F)(F)(F)(F)F.C(N(CC)CC)C.[NH:58]1[CH2:63][CH2:62][O:61][CH2:60][CH2:59]1.